Dataset: Full USPTO retrosynthesis dataset with 1.9M reactions from patents (1976-2016). Task: Predict the reactants needed to synthesize the given product. (1) Given the product [CH3:24][C:23]1[CH:22]=[C:21]([CH3:25])[NH:20][C:19](=[O:26])[C:18]=1[CH2:17][NH:16][C:14]([C:4]1[C:5]2[CH:6]=[N:7][N:8]([CH:11]([CH3:13])[CH3:12])[C:9]=2[CH:10]=[C:2]([C:35]2[CH:40]=[N:39][C:38]([N:41]3[CH2:42][CH2:43][NH:44][CH2:45][CH2:46]3)=[CH:37][CH:36]=2)[CH:3]=1)=[O:15], predict the reactants needed to synthesize it. The reactants are: Br[C:2]1[CH:3]=[C:4]([C:14]([NH:16][CH2:17][C:18]2[C:19](=[O:26])[NH:20][C:21]([CH3:25])=[CH:22][C:23]=2[CH3:24])=[O:15])[C:5]2[CH:6]=[N:7][N:8]([CH:11]([CH3:13])[CH3:12])[C:9]=2[CH:10]=1.CC1(C)C(C)(C)OB([C:35]2[CH:36]=[CH:37][C:38]([N:41]3[CH2:46][CH2:45][NH:44][CH2:43][CH2:42]3)=[N:39][CH:40]=2)O1. (2) Given the product [C:15]([C:17]1[CH:24]=[CH:23][C:20]([CH:21]2[C:26]([C:25]([O:31][CH3:32])=[O:30])=[C:27]([CH3:29])[N:9]([C:5]3[CH:6]=[CH:7][CH:8]=[C:3]([C:2]([F:1])([F:13])[F:14])[CH:4]=3)[C:10](=[S:11])[NH:12]2)=[CH:19][CH:18]=1)#[N:16], predict the reactants needed to synthesize it. The reactants are: [F:1][C:2]([F:14])([F:13])[C:3]1[CH:4]=[C:5]([NH:9][C:10]([NH2:12])=[S:11])[CH:6]=[CH:7][CH:8]=1.[C:15]([C:17]1[CH:24]=[CH:23][C:20]([CH:21]=O)=[CH:19][CH:18]=1)#[N:16].[C:25]([O:31][CH3:32])(=[O:30])[CH2:26][C:27]([CH3:29])=O. (3) Given the product [NH3:7].[Cl:1][C:2]1[CH:3]=[CH:4][C:5]2[CH2:6][N:23]([CH3:22])[CH2:8][CH:9]([C:13]3[CH:18]=[CH:17][CH:16]=[C:15]([CH3:19])[N:14]=3)[O:10][C:11]=2[N:12]=1, predict the reactants needed to synthesize it. The reactants are: [Cl:1][C:2]1[CH:3]=[CH:4][C:5]2[CH2:6][NH:7][CH2:8][CH:9]([C:13]3[CH:18]=[CH:17][CH:16]=[C:15]([CH3:19])[N:14]=3)[O:10][C:11]=2[N:12]=1.C=O.[C:22]([BH3-])#[N:23].[Na+].N. (4) Given the product [N:4]1[NH:3][N:2]=[N:1][C:5]=1[C:6]1[CH:7]=[CH:8][C:9]([C:10]([NH:37][C:38]2[CH:46]=[CH:45][C:41]([C:42]([OH:44])=[O:43])=[CH:40][CH:39]=2)=[O:12])=[CH:13][CH:14]=1, predict the reactants needed to synthesize it. The reactants are: [N:1]1[NH:2][N:3]=[N:4][C:5]=1[C:6]1[CH:14]=[CH:13][C:9]([C:10]([OH:12])=O)=[CH:8][CH:7]=1.C1C=NC2N(O)N=NC=2C=1.Cl.C(N=C=NCCCN(C)C)C.[NH2:37][C:38]1[CH:46]=[CH:45][C:41]([C:42]([OH:44])=[O:43])=[CH:40][CH:39]=1.Cl. (5) Given the product [O:40]1[CH2:41][CH2:42][N:37]([C:2]2[N:7]=[C:6]([O:8][C:9]3[CH:36]=[CH:35][CH:34]=[CH:33][C:10]=3[CH2:11][NH:12][C:13]([NH:15][C:16]3[N:20]([C:21]4[CH:22]=[CH:23][C:24]([CH3:27])=[CH:25][CH:26]=4)[N:19]=[C:18]([C:28]4[O:29][CH:30]=[CH:31][CH:32]=4)[CH:17]=3)=[O:14])[CH:5]=[CH:4][N:3]=2)[CH2:38][CH2:39]1, predict the reactants needed to synthesize it. The reactants are: Cl[C:2]1[N:7]=[C:6]([O:8][C:9]2[CH:36]=[CH:35][CH:34]=[CH:33][C:10]=2[CH2:11][NH:12][C:13]([NH:15][C:16]2[N:20]([C:21]3[CH:26]=[CH:25][C:24]([CH3:27])=[CH:23][CH:22]=3)[N:19]=[C:18]([C:28]3[O:29][CH:30]=[CH:31][CH:32]=3)[CH:17]=2)=[O:14])[CH:5]=[CH:4][N:3]=1.[NH:37]1[CH2:42][CH2:41][O:40][CH2:39][CH2:38]1. (6) Given the product [F:1][C:2]1[CH:3]=[C:4]([CH2:15][OH:16])[C:5]2[O:9][C:8]([C:10]([F:11])([F:12])[F:13])=[CH:7][C:6]=2[CH:14]=1, predict the reactants needed to synthesize it. The reactants are: [F:1][C:2]1[CH:3]=[C:4]([C:15](OC)=[O:16])[C:5]2[O:9][C:8]([C:10]([F:13])([F:12])[F:11])=[CH:7][C:6]=2[CH:14]=1.C(=O)=O.CC(C[AlH]CC(C)C)C.[OH-].[Na+]. (7) Given the product [NH2:24][C:25]1[C:33]2[C:28](=[CH:29][C:30]([C:2]3[N:7]=[C:6]([NH2:8])[N:5]=[C:4]([N:9]([CH3:16])[C:10]4[CH:15]=[CH:14][CH:13]=[CH:12][CH:11]=4)[CH:3]=3)=[CH:31][CH:32]=2)[NH:27][N:26]=1, predict the reactants needed to synthesize it. The reactants are: Cl[C:2]1[N:7]=[C:6]([NH2:8])[N:5]=[C:4]([N:9]([CH3:16])[C:10]2[CH:15]=[CH:14][CH:13]=[CH:12][CH:11]=2)[CH:3]=1.CC(OC([N:24](C(OC(C)(C)C)=O)[C:25]1[C:33]2[C:28](=[CH:29][C:30](B3OC(C)(C)C(C)(C)O3)=[CH:31][CH:32]=2)[N:27](C(OC(C)(C)C)=O)[N:26]=1)=O)(C)C.C([O-])([O-])=O.[K+].[K+].C(Cl)Cl.Cl. (8) Given the product [CH3:24][O:25][C:26]1[CH:31]=[C:30]([O:32][CH3:33])[CH:29]=[CH:28][C:27]=1[S:34]([N:14]1[C:15]2[C:20](=[CH:19][C:18]([I:21])=[CH:17][CH:16]=2)[C:12]([C:11]2[C:6]([O:5][CH2:3][CH3:4])=[N:7][CH:8]=[CH:9][CH:10]=2)([OH:23])[C:13]1=[O:22])(=[O:35])=[O:36], predict the reactants needed to synthesize it. The reactants are: [H-].[Na+].[CH2:3]([O:5][C:6]1[C:11]([C:12]2([OH:23])[C:20]3[C:15](=[CH:16][CH:17]=[C:18]([I:21])[CH:19]=3)[NH:14][C:13]2=[O:22])=[CH:10][CH:9]=[CH:8][N:7]=1)[CH3:4].[CH3:24][O:25][C:26]1[CH:31]=[C:30]([O:32][CH3:33])[CH:29]=[CH:28][C:27]=1[S:34](Cl)(=[O:36])=[O:35].O.